Dataset: Blood-brain barrier permeability classification from the B3DB database. Task: Regression/Classification. Given a drug SMILES string, predict its absorption, distribution, metabolism, or excretion properties. Task type varies by dataset: regression for continuous measurements (e.g., permeability, clearance, half-life) or binary classification for categorical outcomes (e.g., BBB penetration, CYP inhibition). Dataset: b3db_classification. The result is 1 (penetrates BBB). The drug is CC1COC2(c3ccccc3Cl)c3cc(Cl)ccc3NC(=O)CN12.